From a dataset of Peptide-MHC class I binding affinity with 185,985 pairs from IEDB/IMGT. Regression. Given a peptide amino acid sequence and an MHC pseudo amino acid sequence, predict their binding affinity value. This is MHC class I binding data. (1) The peptide sequence is FLRDNRAVL. The MHC is HLA-A01:01 with pseudo-sequence HLA-A01:01. The binding affinity (normalized) is 0.0847. (2) The peptide sequence is RRRQWASCM. The MHC is HLA-A01:01 with pseudo-sequence HLA-A01:01. The binding affinity (normalized) is 0.0847.